The task is: Regression. Given two drug SMILES strings and cell line genomic features, predict the synergy score measuring deviation from expected non-interaction effect.. This data is from NCI-60 drug combinations with 297,098 pairs across 59 cell lines. (1) Drug 1: CC(C)(C#N)C1=CC(=CC(=C1)CN2C=NC=N2)C(C)(C)C#N. Drug 2: C1CN(CCN1C(=O)CCBr)C(=O)CCBr. Cell line: OVCAR-5. Synergy scores: CSS=21.9, Synergy_ZIP=-3.80, Synergy_Bliss=-1.79, Synergy_Loewe=11.2, Synergy_HSA=3.24. (2) Drug 1: C1=CC(=C2C(=C1NCCNCCO)C(=O)C3=C(C=CC(=C3C2=O)O)O)NCCNCCO. Drug 2: CC1=C(C(=O)C2=C(C1=O)N3CC4C(C3(C2COC(=O)N)OC)N4)N. Cell line: OVCAR-8. Synergy scores: CSS=57.9, Synergy_ZIP=1.36, Synergy_Bliss=3.53, Synergy_Loewe=7.30, Synergy_HSA=9.06. (3) Drug 1: C1=CC(=CC=C1CCC2=CNC3=C2C(=O)NC(=N3)N)C(=O)NC(CCC(=O)O)C(=O)O. Drug 2: C1=CC(=CC=C1CC(C(=O)O)N)N(CCCl)CCCl.Cl. Cell line: RPMI-8226. Synergy scores: CSS=40.2, Synergy_ZIP=-9.85, Synergy_Bliss=-13.1, Synergy_Loewe=-20.5, Synergy_HSA=-12.1. (4) Drug 1: COC1=CC(=CC(=C1O)OC)C2C3C(COC3=O)C(C4=CC5=C(C=C24)OCO5)OC6C(C(C7C(O6)COC(O7)C8=CC=CS8)O)O. Drug 2: C1=NNC2=C1C(=O)NC=N2. Cell line: SK-OV-3. Synergy scores: CSS=27.3, Synergy_ZIP=-5.58, Synergy_Bliss=-0.418, Synergy_Loewe=-41.0, Synergy_HSA=-0.187. (5) Drug 1: CC12CCC3C(C1CCC2=O)CC(=C)C4=CC(=O)C=CC34C. Drug 2: CC1=C(C(=O)C2=C(C1=O)N3CC4C(C3(C2COC(=O)N)OC)N4)N. Cell line: SK-OV-3. Synergy scores: CSS=27.1, Synergy_ZIP=0.487, Synergy_Bliss=4.04, Synergy_Loewe=-1.70, Synergy_HSA=5.40. (6) Drug 1: CN(C)N=NC1=C(NC=N1)C(=O)N. Drug 2: C1C(C(OC1N2C=NC(=NC2=O)N)CO)O. Cell line: SK-OV-3. Synergy scores: CSS=-0.413, Synergy_ZIP=-1.03, Synergy_Bliss=-4.35, Synergy_Loewe=-5.34, Synergy_HSA=-5.56.